This data is from Reaction yield outcomes from USPTO patents with 853,638 reactions. The task is: Predict the reaction yield, written as a fraction of the theoretical maximum amount of product (1.0 means a 100% yield; for example, 0.34 means a 34% yield). (1) The catalyst is C(OCC)C.C[O-].[Na+]. The reactants are C(O[C:4](=[O:15])[CH:5]([CH3:14])[C:6](=[O:13])[CH2:7][C:8]([O:10][CH2:11][CH3:12])=[O:9])C.C(OC(O[CH2:22][CH3:23])=C)C.[CH3:24][NH2:25]. The product is [CH2:11]([O:10][C:8]([C:7]1[C:6]([OH:13])=[C:5]([CH3:14])[C:4](=[O:15])[N:25]([CH3:24])[C:22]=1[CH3:23])=[O:9])[CH3:12]. The yield is 0.340. (2) The reactants are [C@H:1]1([NH2:11])[C:10]2[C:5](=[CH:6][CH:7]=[CH:8][CH:9]=2)[CH2:4][CH2:3][CH2:2]1.[C:12](Cl)(=[O:15])[CH:13]=[CH2:14].CN1CCOCC1. The catalyst is C(Cl)Cl. The product is [C@H:1]1([NH:11][C:12](=[O:15])[CH:13]=[CH2:14])[C:10]2[C:5](=[CH:6][CH:7]=[CH:8][CH:9]=2)[CH2:4][CH2:3][CH2:2]1. The yield is 0.700. (3) The product is [CH3:26][O:27][C:28]1[CH:36]=[CH:35][CH:34]=[CH:33][C:29]=1[C:30]([NH:1][C:2]1[CH:6]=[CH:5][S:4][C:3]=1[C:7]([NH2:9])=[O:8])=[O:31]. The catalyst is C(Cl)Cl.O. The reactants are [NH2:1][C:2]1[CH:6]=[CH:5][S:4][C:3]=1[C:7]([NH2:9])=[O:8].CCN(CC)CC.CN(C1C=CC=CN=1)C.[CH3:26][O:27][C:28]1[CH:36]=[CH:35][CH:34]=[CH:33][C:29]=1[C:30](Cl)=[O:31]. The yield is 0.790. (4) The reactants are [OH:1][C:2]1[C:3]([O:20][CH3:21])=[C:4]([C:10]2[CH:18]=[CH:17][CH:16]=[C:15]3[C:11]=2[CH2:12][CH2:13][C:14]3=[O:19])[CH:5]=[CH:6][C:7]=1[O:8][CH3:9].C(=O)([O-])[O-].[K+].[K+].Br[CH2:29][C:30]1([CH2:34][O:35][CH3:36])[CH2:33][O:32][CH2:31]1. The catalyst is C(#N)C. The product is [CH3:21][O:20][C:3]1[C:2]([O:1][CH2:29][C:30]2([CH2:34][O:35][CH3:36])[CH2:33][O:32][CH2:31]2)=[C:7]([O:8][CH3:9])[CH:6]=[CH:5][C:4]=1[C:10]1[CH:18]=[CH:17][CH:16]=[C:15]2[C:11]=1[CH2:12][CH2:13][C:14]2=[O:19]. The yield is 0.179. (5) The reactants are Cl[C:2]1[CH:3]=[C:4]([NH:10][C:11]2[CH:23]=[C:14]3[CH2:15][N:16]([CH2:19][CH2:20][O:21][CH3:22])[CH2:17][CH2:18][N:13]3[N:12]=2)[C:5](=[O:9])[N:6]([CH3:8])[N:7]=1.[C:24]([O:27][CH2:28][C:29]1[C:30]([N:44]2[CH2:55][CH2:54][N:53]3[C:46](=[CH:47][C:48]4[CH2:49][C:50]([CH3:57])([CH3:56])[CH2:51][C:52]=43)[C:45]2=[O:58])=[N:31][CH:32]=[CH:33][C:34]=1B1OC(C)(C)C(C)(C)O1)(=[O:26])[CH3:25].[O-]P([O-])([O-])=O.[K+].[K+].[K+].C([O-])(=O)C.[Na+]. The catalyst is C1C=CC(P(C2C=CC=CC=2)[C-]2C=CC=C2)=CC=1.C1C=CC(P(C2C=CC=CC=2)[C-]2C=CC=C2)=CC=1.Cl[Pd]Cl.[Fe+2].C(#N)C.O. The product is [C:24]([O:27][CH2:28][C:29]1[C:30]([N:44]2[CH2:55][CH2:54][N:53]3[C:46](=[CH:47][C:48]4[CH2:49][C:50]([CH3:57])([CH3:56])[CH2:51][C:52]=43)[C:45]2=[O:58])=[N:31][CH:32]=[CH:33][C:34]=1[C:2]1[CH:3]=[C:4]([NH:10][C:11]2[CH:23]=[C:14]3[CH2:15][N:16]([CH2:19][CH2:20][O:21][CH3:22])[CH2:17][CH2:18][N:13]3[N:12]=2)[C:5](=[O:9])[N:6]([CH3:8])[N:7]=1)(=[O:26])[CH3:25]. The yield is 0.430. (6) The reactants are [CH2:1]([N:8]1[CH2:13][CH2:12][N:11]([C:14]2[CH:19]=[CH:18][C:17]([N+:20]([O-])=O)=[CH:16][CH:15]=2)[CH2:10][CH2:9]1)[C:2]1[CH:7]=[CH:6][CH:5]=[CH:4][CH:3]=1.C(OCC)(=O)C. No catalyst specified. The product is [CH2:1]([N:8]1[CH2:9][CH2:10][N:11]([C:14]2[CH:15]=[CH:16][C:17]([NH2:20])=[CH:18][CH:19]=2)[CH2:12][CH2:13]1)[C:2]1[CH:3]=[CH:4][CH:5]=[CH:6][CH:7]=1. The yield is 0.820. (7) The reactants are [CH2:1]([N:3]1[C:12]2[C:7](=[N:8][CH:9]=[C:10]([CH2:13][C:14]3[CH:19]=[CH:18][C:17]([F:20])=[CH:16][CH:15]=3)[CH:11]=2)[C:6]([OH:21])=[C:5]([C:22](OCC)=[O:23])[C:4]1=[O:27])[CH3:2].[NH2:28][CH2:29][CH:30]([OH:32])[CH3:31]. No catalyst specified. The product is [CH2:1]([N:3]1[C:12]2[C:7](=[N:8][CH:9]=[C:10]([CH2:13][C:14]3[CH:15]=[CH:16][C:17]([F:20])=[CH:18][CH:19]=3)[CH:11]=2)[C:6]([OH:21])=[C:5]([C:22]([NH:28][CH2:29][CH:30]([OH:32])[CH3:31])=[O:23])[C:4]1=[O:27])[CH3:2]. The yield is 0.380. (8) The reactants are [C@]12(C)C(C)(C)C(CC1)CC2C([O:12][CH:13]([C:18]1[CH:23]=[CH:22][CH:21]=[CH:20][C:19]=1[N+:24]([O-:26])=[O:25])[C:14]([CH3:17])([CH3:16])[CH3:15])=O.C([O-])([O-])=O.[K+].[K+].O.Cl. The catalyst is CO. The product is [N+:24]([C:19]1[CH:20]=[CH:21][CH:22]=[CH:23][C:18]=1[CH:13]([OH:12])[C:14]([CH3:16])([CH3:15])[CH3:17])([O-:26])=[O:25]. The yield is 0.920. (9) The reactants are Cl.[Cl:2][C:3]1[S:18][C:6]2[C:7]3([CH2:17][CH2:16][NH:15][CH2:14][CH2:13]3)[O:8][CH2:9][C:10]([F:12])([F:11])[C:5]=2[CH:4]=1.[F:19][C:20]1[CH:25]=[CH:24][CH:23]=[CH:22][C:21]=1[N:26]1[CH:30]=[C:29]([CH:31]=O)[C:28]([C:33]([O:35][CH2:36][CH3:37])=[O:34])=[N:27]1.CN1CCOCC1.C(O[BH-](OC(=O)C)OC(=O)C)(=O)C.[Na+]. The catalyst is ClCCCl. The product is [Cl:2][C:3]1[S:18][C:6]2[C:7]3([O:8][CH2:9][C:10]([F:12])([F:11])[C:5]=2[CH:4]=1)[CH2:13][CH2:14][N:15]([CH2:31][C:29]1[C:28]([C:33]([O:35][CH2:36][CH3:37])=[O:34])=[N:27][N:26]([C:21]2[CH:22]=[CH:23][CH:24]=[CH:25][C:20]=2[F:19])[CH:30]=1)[CH2:16][CH2:17]3. The yield is 0.840.